This data is from Full USPTO retrosynthesis dataset with 1.9M reactions from patents (1976-2016). The task is: Predict the reactants needed to synthesize the given product. (1) Given the product [Cl:22][C:20]1[N:19]=[C:18]([N:23]2[CH2:28][CH2:27][O:26][CH2:25][CH2:24]2)[N:17]=[C:16]([N:2]([CH3:1])[CH:3]2[CH2:8][CH2:7][O:6][CH2:5][CH2:4]2)[CH:21]=1, predict the reactants needed to synthesize it. The reactants are: [CH3:1][NH:2][CH:3]1[CH2:8][CH2:7][O:6][CH2:5][CH2:4]1.C([O-])([O-])=O.[Cs+].[Cs+].Cl[C:16]1[CH:21]=[C:20]([Cl:22])[N:19]=[C:18]([N:23]2[CH2:28][CH2:27][O:26][CH2:25][CH2:24]2)[N:17]=1. (2) The reactants are: [NH2:1][CH:2]([OH:24])[C@H:3]([CH3:23])[CH2:4][CH2:5][C:6]1[S:7][C:8]([C:11](=[O:22])[CH2:12][CH2:13][CH2:14][CH2:15][C:16]2[CH:21]=[CH:20][CH:19]=[CH:18][CH:17]=2)=[CH:9][CH:10]=1.[BH4-].[Na+].O.[C:28]([OH:33])(=[O:32])[C:29]([OH:31])=[O:30]. Given the product [C:28]([OH:33])(=[O:32])[C:29]([OH:31])=[O:30].[NH2:1][CH:2]([OH:24])[C@H:3]([CH3:23])[CH2:4][CH2:5][C:6]1[S:7][C:8]([CH:11]([OH:22])[CH2:12][CH2:13][CH2:14][CH2:15][C:16]2[CH:17]=[CH:18][CH:19]=[CH:20][CH:21]=2)=[CH:9][CH:10]=1, predict the reactants needed to synthesize it. (3) Given the product [C:36]([O:35][C:33]([N:32]1[CH:6]2[C:5]([C:3]([OH:4])=[O:2])=[C:12]([C:13]3[CH:18]=[CH:17][C:16]([CH2:19][CH:20]([O:22][C:23]4[C:28]([F:29])=[CH:27][CH:26]=[C:25]([F:30])[C:24]=4[Cl:31])[CH3:21])=[CH:15][CH:14]=3)[CH2:11][CH:10]1[CH2:9][S:8](=[O:40])(=[O:41])[CH2:7]2)=[O:34])([CH3:37])([CH3:38])[CH3:39], predict the reactants needed to synthesize it. The reactants are: C[O:2][C:3]([C:5]1[CH:6]2[N:32]([C:33]([O:35][C:36]([CH3:39])([CH3:38])[CH3:37])=[O:34])[CH:10]([CH2:11][C:12]=1[C:13]1[CH:18]=[CH:17][C:16]([CH2:19][CH:20]([O:22][C:23]3[C:28]([F:29])=[CH:27][CH:26]=[C:25]([F:30])[C:24]=3[Cl:31])[CH3:21])=[CH:15][CH:14]=1)[CH2:9][S:8](=[O:41])(=[O:40])[CH2:7]2)=[O:4].[OH-].[Na+]. (4) Given the product [Cl:1][C:2]1[CH:3]=[CH:4][CH:5]=[C:6]2[C:11]=1[N:10]=[N:9][C:8]([C:12]1[CH:13]=[CH:14][CH:15]=[CH:16][CH:17]=1)=[C:7]2[C:18]1[CH:19]=[C:20]([NH:24][CH2:37][C:34]2[CH:33]=[CH:32][C:31]([C:28]([CH3:30])([CH3:29])[C:27]([O:26][CH3:25])=[O:39])=[CH:36][CH:35]=2)[CH:21]=[CH:22][CH:23]=1, predict the reactants needed to synthesize it. The reactants are: [Cl:1][C:2]1[CH:3]=[CH:4][CH:5]=[C:6]2[C:11]=1[N:10]=[N:9][C:8]([C:12]1[CH:17]=[CH:16][CH:15]=[CH:14][CH:13]=1)=[C:7]2[C:18]1[CH:19]=[C:20]([NH2:24])[CH:21]=[CH:22][CH:23]=1.[CH3:25][O:26][C:27](=[O:39])[C:28]([C:31]1[CH:36]=[CH:35][C:34]([CH:37]=O)=[CH:33][CH:32]=1)([CH3:30])[CH3:29].